Dataset: Forward reaction prediction with 1.9M reactions from USPTO patents (1976-2016). Task: Predict the product of the given reaction. (1) Given the reactants [N:1]1([C:5]([C:7]2[N:12]=[CH:11][C:10]([O:13][C:14]3[CH:15]=[C:16]([CH:31]=[C:32]([C:34](=[O:43])[NH:35][C:36]4[CH:41]=[N:40][C:39]([CH3:42])=[CH:38][N:37]=4)[CH:33]=3)[O:17][CH:18]([CH2:24][CH2:25]OS(C)(=O)=O)[C:19](OCC)=[O:20])=[CH:9][CH:8]=2)=[O:6])[CH2:4][CH2:3][CH2:2]1.[Na+].[I-].[CH:46]1([NH2:49])[CH2:48][CH2:47]1, predict the reaction product. The product is: [N:1]1([C:5]([C:7]2[N:12]=[CH:11][C:10]([O:13][C:14]3[CH:33]=[C:32]([CH:31]=[C:16]([O:17][C@H:18]4[CH2:24][CH2:25][N:49]([CH:46]5[CH2:48][CH2:47]5)[C:19]4=[O:20])[CH:15]=3)[C:34]([NH:35][C:36]3[CH:41]=[N:40][C:39]([CH3:42])=[CH:38][N:37]=3)=[O:43])=[CH:9][CH:8]=2)=[O:6])[CH2:4][CH2:3][CH2:2]1. (2) The product is: [C:8]1([NH:7][N:14]2[CH2:19][CH2:18][O:17][CH2:16][C:15]2=[O:20])[CH:9]=[CH:10][CH:11]=[CH:12][CH:13]=1. Given the reactants C(OC(=O)[N:7]([N:14]1[CH2:19][CH2:18][O:17][CH2:16][C:15]1=[O:20])[C:8]1[CH:13]=[CH:12][CH:11]=[CH:10][CH:9]=1)(C)(C)C.Cl.[OH-].[Na+], predict the reaction product. (3) Given the reactants [CH3:1][NH:2][CH2:3][C:4]([O:6][C@H:7]([CH3:45])[CH2:8][N:9]1[C:13]([CH3:14])=[C:12]([C:15](=[O:37])[NH:16][C:17]2[CH:22]=[CH:21][C:20]([O:23][C:24]3[C:33]4[C:28](=[CH:29][C:30]([O:34][CH3:35])=[CH:31][CH:32]=4)[N:27]=[CH:26][CH:25]=3)=[C:19]([F:36])[CH:18]=2)[C:11](=[O:38])[N:10]1[C:39]1[CH:44]=[CH:43][CH:42]=[CH:41][CH:40]=1)=[O:5].[CH3:46][S:47]([OH:50])(=[O:49])=[O:48], predict the reaction product. The product is: [CH3:46][S:47]([OH:50])(=[O:49])=[O:48].[CH3:1][NH:2][CH2:3][C:4]([O:6][C@H:7]([CH3:45])[CH2:8][N:9]1[C:13]([CH3:14])=[C:12]([C:15](=[O:37])[NH:16][C:17]2[CH:22]=[CH:21][C:20]([O:23][C:24]3[C:33]4[C:28](=[CH:29][C:30]([O:34][CH3:35])=[CH:31][CH:32]=4)[N:27]=[CH:26][CH:25]=3)=[C:19]([F:36])[CH:18]=2)[C:11](=[O:38])[N:10]1[C:39]1[CH:40]=[CH:41][CH:42]=[CH:43][CH:44]=1)=[O:5]. (4) Given the reactants C(O[B:5]1[O:9][C:8]([CH3:11])([CH3:10])[C:7]([CH3:13])([CH3:12])[O:6]1)(C)C.C([Li])CCC.[F:19][C:20]1[CH:21]=[C:22]([C:27]2([OH:31])[CH2:30][CH2:29][CH2:28]2)[CH:23]=[C:24]([F:26])[CH:25]=1, predict the reaction product. The product is: [F:19][C:20]1[CH:21]=[C:22]([C:27]2([OH:31])[CH2:30][CH2:29][CH2:28]2)[CH:23]=[C:24]([F:26])[C:25]=1[B:5]1[O:6][C:7]([CH3:12])([CH3:13])[C:8]([CH3:10])([CH3:11])[O:9]1. (5) Given the reactants [F:1][C:2]1[C:25]([OH:26])=[CH:24][C:5]2[NH:6][C:7]([C:9]3[C:21]4[C:20]5[C:15](=[CH:16][CH:17]=[CH:18][CH:19]=5)[C:14](=[N:22]O)[C:13]=4[CH:12]=[CH:11][CH:10]=3)=[N:8][C:4]=2[CH:3]=1.C(O)(=O)C, predict the reaction product. The product is: [F:1][C:2]1[C:25]([OH:26])=[CH:24][C:5]2[NH:6][C:7]([C:9]3[C:21]4[C:20]5[C:15](=[CH:16][CH:17]=[CH:18][CH:19]=5)[CH:14]([NH2:22])[C:13]=4[CH:12]=[CH:11][CH:10]=3)=[N:8][C:4]=2[CH:3]=1. (6) The product is: [CH3:15][O:14][N:13]=[C:11]1[CH2:10][C@@H:9]([C:16]2[O:18][N:45]=[C:36]([CH:37]([OH:44])[C:38]3[CH:39]=[CH:40][CH:41]=[CH:42][CH:43]=3)[N:35]=2)[N:8]([C:6]([C:31]2[CH:30]=[CH:29][C:28]([C:19]3[CH:20]=[CH:21][CH:22]=[CH:23][CH:24]=3)=[CH:33][CH:32]=2)=[O:7])[CH2:12]1. Given the reactants C(O[C:6]([N:8]1[CH2:12][C:11](=[N:13][O:14][CH3:15])[CH2:10][C@H:9]1[C:16]([OH:18])=O)=[O:7])(C)(C)C.[C:19]1([C:28]2[CH:33]=[CH:32][CH:31]=[CH:30][CH:29]=2)[CH:24]=[CH:23][C:22](C(Cl)=O)=[CH:21][CH:20]=1.O[N:35]=[C:36]([NH2:45])[CH:37]([OH:44])[C:38]1[CH:43]=[CH:42][CH:41]=[CH:40][CH:39]=1.NC(=NO)C1CCN(C(OC(C)(C)C)=O)CC1, predict the reaction product. (7) Given the reactants Br[C:2]1[C:10]2[O:9][CH:8]([CH2:11][NH:12][CH3:13])[CH2:7][C:6]=2[CH:5]=[CH:4][CH:3]=1.[Cl:14][C:15]1[CH:16]=[C:17](B(O)O)[CH:18]=[CH:19][CH:20]=1, predict the reaction product. The product is: [CH3:13][NH:12][CH2:11][CH:8]1[CH2:7][C:6]2[CH:5]=[CH:4][CH:3]=[C:2]([C:19]3[CH:18]=[CH:17][CH:16]=[C:15]([Cl:14])[CH:20]=3)[C:10]=2[O:9]1. (8) Given the reactants [S:1]1[CH:5]=[CH:4][N:3]=[C:2]1[C:6]1[CH:7]=[C:8]([N:12]2[C:16]3[CH:17]=[CH:18][C:19]([CH2:21][NH2:22])=[CH:20][C:15]=3[N:14]=[CH:13]2)[CH:9]=[CH:10][CH:11]=1.[C:23](OC(=O)C)(=[O:25])[CH3:24], predict the reaction product. The product is: [S:1]1[CH:5]=[CH:4][N:3]=[C:2]1[C:6]1[CH:7]=[C:8]([N:12]2[C:16]3[CH:17]=[CH:18][C:19]([CH2:21][NH:22][C:23](=[O:25])[CH3:24])=[CH:20][C:15]=3[N:14]=[CH:13]2)[CH:9]=[CH:10][CH:11]=1.